Dataset: Catalyst prediction with 721,799 reactions and 888 catalyst types from USPTO. Task: Predict which catalyst facilitates the given reaction. (1) Reactant: C(O)(=O)C.[CH3:5][O:6][C:7]([C:9]1[CH:23]=[CH:22][C:12]([O:13][CH2:14][C:15]2([OH:21])[CH2:20][CH2:19][NH:18][CH2:17][CH2:16]2)=[CH:11][CH:10]=1)=[O:8].[C:24]([C:26]1[CH:31]=[CH:30][C:29]([CH2:32][CH:33]=O)=[CH:28][CH:27]=1)#[N:25].C(O[BH-](OC(=O)C)OC(=O)C)(=O)C.[Na+]. Product: [C:24]([C:26]1[CH:31]=[CH:30][C:29]([CH2:32][CH2:33][N:18]2[CH2:17][CH2:16][C:15]([CH2:14][O:13][C:12]3[CH:11]=[CH:10][C:9]([C:7]([O:6][CH3:5])=[O:8])=[CH:23][CH:22]=3)([OH:21])[CH2:20][CH2:19]2)=[CH:28][CH:27]=1)#[N:25]. The catalyst class is: 4. (2) Reactant: [Cl:1][C:2]1[CH:7]=[C:6]([Cl:8])[CH:5]=[CH:4][C:3]=1[C:9]1[N:10]([C:20]2[CH:25]=[CH:24][C:23]([OH:26])=[CH:22][CH:21]=2)[C:11]([CH3:19])=[C:12]([C:14]([O:16][CH2:17][CH3:18])=[O:15])[N:13]=1.[F:27][CH2:28][CH2:29][CH2:30]O.C1(P(C2C=CC=CC=2)C2C=CC=CC=2)C=CC=CC=1.CCOC(/N=N/C(OCC)=O)=O. Product: [Cl:1][C:2]1[CH:7]=[C:6]([Cl:8])[CH:5]=[CH:4][C:3]=1[C:9]1[N:10]([C:20]2[CH:21]=[CH:22][C:23]([O:26][CH2:30][CH2:29][CH2:28][F:27])=[CH:24][CH:25]=2)[C:11]([CH3:19])=[C:12]([C:14]([O:16][CH2:17][CH3:18])=[O:15])[N:13]=1. The catalyst class is: 182. (3) Product: [CH3:1][C:2]1[N:3]=[CH:4][CH:5]=[CH:6][C:7]=1[CH:8]=[O:9]. Reactant: [CH3:1][C:2]1[C:7]([CH2:8][OH:9])=[CH:6][CH:5]=[CH:4][N:3]=1. The catalyst class is: 177. (4) Reactant: [CH3:1][N:2]1[CH2:8][CH2:7][C:6]2[CH:9]=[C:10]([NH:13][C:14]([C@H:16]([NH:24]C(=O)OC(C)(C)C)[CH2:17][CH2:18][C:19]3[NH:23][N:22]=[N:21][N:20]=3)=[O:15])[CH:11]=[CH:12][C:5]=2[CH2:4][CH2:3]1. Product: [NH2:24][C@H:16]([CH2:17][CH2:18][C:19]1[NH:23][N:22]=[N:21][N:20]=1)[C:14]([NH:13][C:10]1[CH:11]=[CH:12][C:5]2[CH2:4][CH2:3][N:2]([CH3:1])[CH2:8][CH2:7][C:6]=2[CH:9]=1)=[O:15]. The catalyst class is: 33. (5) Reactant: [C@@H:1]1([N:9]2[C:13]3=[N:14][CH:15]=[CH:16][C:17]([C:18]4[N:19](S(N(C)C)(=O)=O)[CH:20]=[CH:21][N:22]=4)=[C:12]3[CH:11]=[CH:10]2)[O:6][C@H:5]([CH2:7][OH:8])[C@@H:3]([OH:4])[CH2:2]1. Product: [C@@H:1]1([N:9]2[C:13]3=[N:14][CH:15]=[CH:16][C:17]([C:18]4[NH:19][CH:20]=[CH:21][N:22]=4)=[C:12]3[CH:11]=[CH:10]2)[O:6][C@H:5]([CH2:7][OH:8])[C@@H:3]([OH:4])[CH2:2]1. The catalyst class is: 15.